This data is from Full USPTO retrosynthesis dataset with 1.9M reactions from patents (1976-2016). The task is: Predict the reactants needed to synthesize the given product. (1) Given the product [C:46]([O:31][C:24]1[CH:23]=[C:22]([S:19]([O:18][C:17]2[CH:32]=[CH:33][C:14]([C:12]([C:11]3[C:10]([CH3:39])=[C:9]([CH3:40])[S:8][C:7]=3[CH2:6][C:5]3[CH:4]=[CH:3][C:2]([Br:1])=[CH:42][CH:41]=3)=[O:13])=[CH:15][C:16]=2[CH:34]2[CH2:35][CH2:36][CH2:37][CH2:38]2)(=[O:21])=[O:20])[CH:30]=[CH:29][C:25]=1[C:26]([OH:28])=[O:27])(=[O:48])[CH3:47], predict the reactants needed to synthesize it. The reactants are: [Br:1][C:2]1[CH:42]=[CH:41][C:5]([CH2:6][C:7]2[S:8][C:9]([CH3:40])=[C:10]([CH3:39])[C:11]=2[C:12]([C:14]2[CH:33]=[CH:32][C:17]([O:18][S:19]([C:22]3[CH:30]=[CH:29][C:25]([C:26]([OH:28])=[O:27])=[C:24]([OH:31])[CH:23]=3)(=[O:21])=[O:20])=[C:16]([CH:34]3[CH2:38][CH2:37][CH2:36][CH2:35]3)[CH:15]=2)=[O:13])=[CH:4][CH:3]=1.[I-].[Mg+2].[I-].[C:46](OC(=O)C)(=[O:48])[CH3:47]. (2) Given the product [CH:21]1([CH2:24][N:6]2[C:5]([C:7]3[CH:12]=[CH:11][CH:10]=[CH:9][CH:8]=3)=[CH:4][N:3]([CH2:13][C:14]([O:16][C:17]([CH3:20])([CH3:19])[CH3:18])=[O:15])[C:2]2=[O:1])[CH2:23][CH2:22]1, predict the reactants needed to synthesize it. The reactants are: [O:1]=[C:2]1[NH:6][C:5]([C:7]2[CH:12]=[CH:11][CH:10]=[CH:9][CH:8]=2)=[CH:4][N:3]1[CH2:13][C:14]([O:16][C:17]([CH3:20])([CH3:19])[CH3:18])=[O:15].[CH:21]1([CH2:24]Br)[CH2:23][CH2:22]1.C(=O)([O-])[O-].[Cs+].[Cs+]. (3) The reactants are: [C:1]([O:5][C:6]([NH:8][C:9]1[S:10][C:11](C(O)=O)=[CH:12][N:13]=1)=[O:7])([CH3:4])([CH3:3])[CH3:2].[B-](F)(F)(F)[F:18].[B-](F)(F)(F)F.C1[N+]2(CCl)CC[N+](F)(CC2)C1.P([O-])([O-])([O-])=O.[K+].[K+].[K+]. Given the product [F:18][C:11]1[S:10][C:9]([NH:8][C:6](=[O:7])[O:5][C:1]([CH3:4])([CH3:3])[CH3:2])=[N:13][CH:12]=1, predict the reactants needed to synthesize it.